Task: Regression/Classification. Given a drug SMILES string, predict its absorption, distribution, metabolism, or excretion properties. Task type varies by dataset: regression for continuous measurements (e.g., permeability, clearance, half-life) or binary classification for categorical outcomes (e.g., BBB penetration, CYP inhibition). Dataset: cyp3a4_veith.. Dataset: CYP3A4 inhibition data for predicting drug metabolism from PubChem BioAssay The molecule is CCCC(=O)Nc1c(C)n[nH]c1C. The result is 0 (non-inhibitor).